From a dataset of Forward reaction prediction with 1.9M reactions from USPTO patents (1976-2016). Predict the product of the given reaction. (1) Given the reactants [CH:1]([C:3]1[CH:4]=[C:5]([CH:10]=[CH:11][C:12]=1[OH:13])[C:6]([O:8][CH3:9])=[O:7])=[O:2].N1C=CC=CC=1.[F:20][C:21]([F:34])([F:33])[S:22](O[S:22]([C:21]([F:34])([F:33])[F:20])(=[O:24])=[O:23])(=[O:24])=[O:23], predict the reaction product. The product is: [CH3:9][O:8][C:6](=[O:7])[C:5]1[CH:10]=[CH:11][C:12]([O:13][S:22]([C:21]([F:34])([F:33])[F:20])(=[O:24])=[O:23])=[C:3]([CH:1]=[O:2])[CH:4]=1. (2) Given the reactants C(NC(C)C)(C)C.C([Li])CCC.[Cl:13][C:14]1[N:19]=[C:18]([Cl:20])[CH:17]=[C:16]([Cl:21])[N:15]=1.[C:22](=[O:24])=[O:23].Cl, predict the reaction product. The product is: [Cl:13][C:14]1[N:19]=[C:18]([Cl:20])[C:17]([C:22]([OH:24])=[O:23])=[C:16]([Cl:21])[N:15]=1. (3) Given the reactants [NH2:1][C:2]1[CH:3]=[CH:4][C:5]([S:12](=[O:25])(=[O:24])[NH:13][C:14]2[CH:15]=[CH:16][C:17]3[CH2:21][O:20][B:19]([OH:22])[C:18]=3[CH:23]=2)=[C:6]([CH2:8][C:9]([OH:11])=O)[CH:7]=1.[CH:26]1([NH2:29])[CH2:28][CH2:27]1.C1CN([P+](ON2N=NC3C=CC=CC2=3)(N2CCCC2)N2CCCC2)CC1.F[P-](F)(F)(F)(F)F.C(N(CC)CC)C, predict the reaction product. The product is: [NH2:1][C:2]1[CH:3]=[CH:4][C:5]([S:12](=[O:24])(=[O:25])[NH:13][C:14]2[CH:15]=[CH:16][C:17]3[CH2:21][O:20][B:19]([OH:22])[C:18]=3[CH:23]=2)=[C:6]([CH2:8][C:9]([NH:29][CH:26]2[CH2:28][CH2:27]2)=[O:11])[CH:7]=1. (4) Given the reactants [CH2:1]([O:3][C:4](=[O:25])[CH2:5][C:6]1[CH:11]=[CH:10][C:9]([Cl:12])=[C:8]([O:13][C:14]2[CH:19]=[CH:18][C:17]([N+:20]([O-:22])=[O:21])=[CH:16][C:15]=2[CH2:23]Br)[CH:7]=1)[CH3:2].[CH3:26][CH:27]([SH:29])[CH3:28], predict the reaction product. The product is: [CH2:1]([O:3][C:4](=[O:25])[CH2:5][C:6]1[CH:11]=[CH:10][C:9]([Cl:12])=[C:8]([O:13][C:14]2[CH:19]=[CH:18][C:17]([N+:20]([O-:22])=[O:21])=[CH:16][C:15]=2[CH2:23][S:29][CH:27]([CH3:28])[CH3:26])[CH:7]=1)[CH3:2]. (5) Given the reactants O1CCCC1.[S:6]([CH2:9][CH2:10][CH2:11][CH2:12][CH2:13][CH2:14][O:15][C:16]1[CH:21]=[C:20]([S:22][CH2:23][C:24]([F:27])([F:26])[F:25])[C:19]([Cl:28])=[CH:18][C:17]=1[Cl:29])C#N.[F:30][C:31]([Si](C)(C)C)([F:33])[F:32].[F-].C([N+](CCCC)(CCCC)CCCC)CCC, predict the reaction product. The product is: [F:30][C:31]([F:33])([F:32])[S:6][CH2:9][CH2:10][CH2:11][CH2:12][CH2:13][CH2:14][O:15][C:16]1[CH:21]=[C:20]([S:22][CH2:23][C:24]([F:27])([F:25])[F:26])[C:19]([Cl:28])=[CH:18][C:17]=1[Cl:29]. (6) Given the reactants [N+:1]([C:4]1[C:5]([NH:13][C@H:14]2[CH2:19][CH2:18][C@H:17]([CH2:20][C:21]#[N:22])[CH2:16][CH2:15]2)=[C:6]2[S:12][CH:11]=[CH:10][C:7]2=[N:8][CH:9]=1)([O-])=O, predict the reaction product. The product is: [NH2:1][C:4]1[C:5]([NH:13][C@H:14]2[CH2:15][CH2:16][C@H:17]([CH2:20][C:21]#[N:22])[CH2:18][CH2:19]2)=[C:6]2[S:12][CH:11]=[CH:10][C:7]2=[N:8][CH:9]=1. (7) Given the reactants [F-].[K+].C1OCCOCCOCCOCCOCCOC1.[CH3:21][O:22][C:23]1[CH:28]=[CH:27][C:26]([C@H:29]([N:31]2[C:35](=[O:36])[CH2:34][C@@H:33]([CH:37]=[O:38])[CH2:32]2)[CH3:30])=[CH:25][CH:24]=1.[F:39][CH:40]([Si](C)(C)C)[F:41].Cl, predict the reaction product. The product is: [F:39][CH:40]([F:41])[CH:37]([CH:33]1[CH2:32][N:31]([C@@H:29]([C:26]2[CH:27]=[CH:28][C:23]([O:22][CH3:21])=[CH:24][CH:25]=2)[CH3:30])[C:35](=[O:36])[CH2:34]1)[OH:38]. (8) Given the reactants [Br:1][C:2]1[CH:3]=[C:4]2[C:9](=[CH:10][CH:11]=1)[C:8](=[O:12])[NH:7][C:6](=[O:13])[C:5]2=[CH:14]OC.[CH3:17][N:18]1[CH2:23][CH2:22][N:21]([C:24]2[CH:29]=[CH:28][C:27]([NH2:30])=[CH:26][CH:25]=2)[CH2:20][CH2:19]1, predict the reaction product. The product is: [Br:1][C:2]1[CH:3]=[C:4]2[C:9](=[CH:10][CH:11]=1)[C:8](=[O:12])[NH:7][C:6](=[O:13])[C:5]2=[CH:14][NH:30][C:27]1[CH:26]=[CH:25][C:24]([N:21]2[CH2:20][CH2:19][N:18]([CH3:17])[CH2:23][CH2:22]2)=[CH:29][CH:28]=1. (9) Given the reactants [Cl-].[Li+].[CH2:3]([O:10][C:11]([NH:13][CH2:14][CH2:15][CH2:16][C@@H:17]([NH:23][C:24]([NH:26][C:27]([CH3:30])([CH3:29])[CH3:28])=[S:25])[C:18](OCC)=[O:19])=[O:12])[C:4]1[CH:9]=[CH:8][CH:7]=[CH:6][CH:5]=1.[BH4-].[Na+], predict the reaction product. The product is: [C:27]([NH:26][C:24](=[S:25])[NH:23][C@@H:17]([CH2:18][OH:19])[CH2:16][CH2:15][CH2:14][NH:13][C:11](=[O:12])[O:10][CH2:3][C:4]1[CH:5]=[CH:6][CH:7]=[CH:8][CH:9]=1)([CH3:30])([CH3:28])[CH3:29]. (10) The product is: [N:30]1[CH:31]=[CH:32][C:27]([N:11]2[CH2:12][CH2:13][C:9]3([CH2:5][N:6]([C:14]([O:16][C:23]([CH3:25])([CH3:33])[CH3:24])=[O:15])[CH2:7][CH2:8]3)[CH2:10]2)=[CH:28][CH:29]=1. Given the reactants C([CH:5]1[C:9]2([CH2:13][CH2:12][NH:11][CH2:10]2)[CH2:8][CH2:7][N:6]1[C:14]([OH:16])=[O:15])(C)(C)C.C(N([CH:23]([CH3:25])[CH3:24])C(C)C)C.Cl[C:27]1[CH:32]=[CH:31][N:30]=[CH:29][CH:28]=1.[C:33](=O)(O)[O-].[Na+], predict the reaction product.